This data is from Forward reaction prediction with 1.9M reactions from USPTO patents (1976-2016). The task is: Predict the product of the given reaction. (1) Given the reactants C([O-])([O-])=O.[K+].[K+].[CH2:7]([O:9][C:10](=[O:23])[C:11]1[CH:16]=[C:15](I)[C:14]([O:18][CH2:19][CH2:20][OH:21])=[C:13](Br)[CH:12]=1)[CH3:8].[Cl:24][C:25]1[CH:26]=[C:27](B(O)O)[CH:28]=[CH:29][CH:30]=1.[CH2:34]([Cl:36])Cl.B(O)O, predict the reaction product. The product is: [CH2:7]([O:9][C:10](=[O:23])[C:11]1[CH:16]=[C:15]([C:29]2[CH:28]=[CH:27][CH:26]=[C:25]([Cl:24])[CH:30]=2)[C:14]([O:18][CH2:19][CH2:20][OH:21])=[C:13]([C:12]2[CH:11]=[CH:16][CH:15]=[C:34]([Cl:36])[CH:13]=2)[CH:12]=1)[CH3:8]. (2) Given the reactants [C:1]([C:3]1[C:4]([N:17]2[CH2:20][CH:19]([C:21]([OH:23])=O)[CH2:18]2)=[N:5][C:6]([CH:14]([F:16])[F:15])=[C:7]([C:9]([O:11][CH2:12][CH3:13])=[O:10])[CH:8]=1)#[N:2].[Cl:24][C:25]1[CH:30]=[C:29]([Cl:31])[CH:28]=[CH:27][C:26]=1[CH2:32][S:33]([NH2:36])(=[O:35])=[O:34], predict the reaction product. The product is: [C:1]([C:3]1[C:4]([N:17]2[CH2:20][CH:19]([C:21]([NH:36][S:33]([CH2:32][C:26]3[CH:27]=[CH:28][C:29]([Cl:31])=[CH:30][C:25]=3[Cl:24])(=[O:34])=[O:35])=[O:23])[CH2:18]2)=[N:5][C:6]([CH:14]([F:16])[F:15])=[C:7]([CH:8]=1)[C:9]([O:11][CH2:12][CH3:13])=[O:10])#[N:2]. (3) Given the reactants [CH:1]1([CH2:4][OH:5])[CH2:3][CH2:2]1.[H-].[Na+].[Br:8][C:9]1[CH:15]=[CH:14][C:12]([NH2:13])=[C:11]([N+:16]([O-:18])=[O:17])[C:10]=1F, predict the reaction product. The product is: [Br:8][C:9]1[CH:15]=[CH:14][C:12]([NH2:13])=[C:11]([N+:16]([O-:18])=[O:17])[C:10]=1[O:5][CH2:4][CH:1]1[CH2:3][CH2:2]1. (4) Given the reactants C(OC(=O)[NH:6][C@@H:7]([CH:70]([CH3:72])[CH3:71])[C:8]([NH:10][C@@H:11]([CH3:69])[C:12]([NH:14][C:15]1[CH:20]=[CH:19][C:18]([C:21]2[CH2:22][C@@H:23]3[N:29]([CH:30]=2)[C:28](=[O:31])[C:27]2[CH:32]=[C:33]([O:67][CH3:68])[C:34]([O:36][CH2:37][CH2:38][CH2:39][O:40][C:41]4[C:64]([O:65][CH3:66])=[CH:63][C:44]5[C:45](=[O:62])[N:46]6[CH:52]=[C:51]([C:53]7[CH:61]=[CH:60][C:56]8[O:57][CH2:58][O:59][C:55]=8[CH:54]=7)[CH2:50][C@H:47]6[CH:48]=[N:49][C:43]=5[CH:42]=4)=[CH:35][C:26]=2[N:25]=[CH:24]3)=[CH:17][CH:16]=1)=[O:13])=[O:9])C=C.N1CCCC1, predict the reaction product. The product is: [NH2:6][C@@H:7]([CH:70]([CH3:72])[CH3:71])[C:8]([NH:10][C@@H:11]([CH3:69])[C:12]([NH:14][C:15]1[CH:16]=[CH:17][C:18]([C:21]2[CH2:22][C@@H:23]3[N:29]([CH:30]=2)[C:28](=[O:31])[C:27]2[CH:32]=[C:33]([O:67][CH3:68])[C:34]([O:36][CH2:37][CH2:38][CH2:39][O:40][C:41]4[C:64]([O:65][CH3:66])=[CH:63][C:44]5[C:45](=[O:62])[N:46]6[CH:52]=[C:51]([C:53]7[CH:61]=[CH:60][C:56]8[O:57][CH2:58][O:59][C:55]=8[CH:54]=7)[CH2:50][C@H:47]6[CH:48]=[N:49][C:43]=5[CH:42]=4)=[CH:35][C:26]=2[N:25]=[CH:24]3)=[CH:19][CH:20]=1)=[O:13])=[O:9]. (5) Given the reactants [CH:1]1([C:4]2[CH:9]=[CH:8][N:7]=[CH:6][C:5]=2[N:10]2[CH2:14][CH2:13][NH:12][C:11]2=[O:15])[CH2:3][CH2:2]1.[Cl:16][C:17]1[CH:22]=[C:21](Cl)[N:20]=[C:19]([C:24]([F:27])([F:26])[F:25])[N:18]=1.CC1(C)C2C(=C(P(C3C=CC=CC=3)C3C=CC=CC=3)C=CC=2)OC2C(P(C3C=CC=CC=3)C3C=CC=CC=3)=CC=CC1=2.C(=O)([O-])[O-].[Cs+].[Cs+], predict the reaction product. The product is: [Cl:16][C:17]1[N:18]=[C:19]([C:24]([F:27])([F:26])[F:25])[N:20]=[C:21]([N:12]2[CH2:13][CH2:14][N:10]([C:5]3[CH:6]=[N:7][CH:8]=[CH:9][C:4]=3[CH:1]3[CH2:3][CH2:2]3)[C:11]2=[O:15])[CH:22]=1. (6) Given the reactants [CH3:1][O:2][C:3]([C:5]1[CH:10]([C:11]2[CH:16]=[CH:15][C:14]([C:17]#[N:18])=[CH:13][CH:12]=2)[N:9]2[C:19](=[O:42])[N:20]([CH2:22][CH2:23][CH2:24][S:25]([CH2:28][CH2:29][CH2:30][O:31][S:32]([C:35]3[CH:40]=[CH:39][C:38]([CH3:41])=[CH:37][CH:36]=3)(=[O:34])=[O:33])(=[O:27])=[O:26])[N:21]=[C:8]2[N:7]([C:43]2[CH:48]=[CH:47][CH:46]=[C:45]([C:49]([F:52])([F:51])[F:50])[CH:44]=2)[C:6]=1[CH3:53])=[O:4], predict the reaction product. The product is: [C:38]1([CH3:41])[CH:37]=[CH:36][C:35]([S:32]([O-:34])(=[O:31])=[O:33])=[CH:40][CH:39]=1.[C:17]([C:14]1[CH:15]=[CH:16][C:11]([CH:10]2[N:9]3[C:19](=[O:42])[N:20]([CH2:22][CH2:23][CH2:24][S:25]([CH2:28][CH2:29][CH2:30][N+:7]([CH3:43])([CH3:8])[CH3:6])(=[O:26])=[O:27])[N:21]=[C:8]3[N:7]([C:43]3[CH:48]=[CH:47][CH:46]=[C:45]([C:49]([F:50])([F:51])[F:52])[CH:44]=3)[C:6]([CH3:53])=[C:5]2[C:3]([O:2][CH3:1])=[O:4])=[CH:12][CH:13]=1)#[N:18].